From a dataset of NCI-60 drug combinations with 297,098 pairs across 59 cell lines. Regression. Given two drug SMILES strings and cell line genomic features, predict the synergy score measuring deviation from expected non-interaction effect. Drug 1: C1CCC(C1)C(CC#N)N2C=C(C=N2)C3=C4C=CNC4=NC=N3. Cell line: SF-539. Synergy scores: CSS=32.6, Synergy_ZIP=9.75, Synergy_Bliss=13.9, Synergy_Loewe=16.4, Synergy_HSA=15.6. Drug 2: CC1C(C(CC(O1)OC2CC(OC(C2O)C)OC3=CC4=CC5=C(C(=O)C(C(C5)C(C(=O)C(C(C)O)O)OC)OC6CC(C(C(O6)C)O)OC7CC(C(C(O7)C)O)OC8CC(C(C(O8)C)O)(C)O)C(=C4C(=C3C)O)O)O)O.